From a dataset of Peptide-MHC class I binding affinity with 185,985 pairs from IEDB/IMGT. Regression. Given a peptide amino acid sequence and an MHC pseudo amino acid sequence, predict their binding affinity value. This is MHC class I binding data. The peptide sequence is SFASLFLPK. The MHC is HLA-A11:01 with pseudo-sequence HLA-A11:01. The binding affinity (normalized) is 0.593.